This data is from Rat liver microsome stability data. The task is: Regression/Classification. Given a drug SMILES string, predict its absorption, distribution, metabolism, or excretion properties. Task type varies by dataset: regression for continuous measurements (e.g., permeability, clearance, half-life) or binary classification for categorical outcomes (e.g., BBB penetration, CYP inhibition). Dataset: rlm. (1) The compound is CN1CCN(C(=O)c2ccc3cc(CCNc4ncnc5ccc(C#N)cc45)ccc3c2)CC1. The result is 1 (stable in rat liver microsomes). (2) The drug is Cc1cnc(-c2ccccc2C2CCC2)nc1NCc1ccc(-n2ccnn2)cc1. The result is 1 (stable in rat liver microsomes). (3) The molecule is Cc1cc(NS(=O)(=O)c2ccc(NC(=O)Cc3ccc(Cl)c(Cl)c3)cc2)n(C)n1. The result is 1 (stable in rat liver microsomes). (4) The molecule is C[C@H](O)[C@@H](CCc1cccc(-c2nccs2)c1)n1cnc2c(N)ncnc21. The result is 0 (unstable in rat liver microsomes). (5) The drug is COc1ccc(-c2cc(-c3cccc4[nH]ncc34)cn3cncc23)cn1. The result is 1 (stable in rat liver microsomes). (6) The drug is COc1ccccc1N1CCN(C(=O)c2cc(-c3ccc(Cl)cc3)[nH]c2C)CC1. The result is 1 (stable in rat liver microsomes). (7) The molecule is C=Cc1ccc(Cn2c(C(=O)O)c(CNC3CCCCC3)c3ccc(OC)cc32)cc1. The result is 1 (stable in rat liver microsomes). (8) The compound is Cc1c(Nc2c(C#N)cncc2C=Cc2ccc(CN3CCN(CCO)CC3)cn2)ccc2[nH]ccc12. The result is 0 (unstable in rat liver microsomes). (9) The drug is O=C(Nc1ncc(Cc2ccc(C(F)(F)F)cc2)s1)c1ccc(-c2ccccc2)o1. The result is 0 (unstable in rat liver microsomes). (10) The drug is O=C(N[C@@H](Cn1ccnc1)c1ccc(Cl)cc1Cl)c1ccc(-c2nnc(-c3cc(F)cc(-c4ncncc4F)c3)o2)cc1. The result is 0 (unstable in rat liver microsomes).